The task is: Predict the product of the given reaction.. This data is from Forward reaction prediction with 1.9M reactions from USPTO patents (1976-2016). (1) Given the reactants [Cl:1]N1C(=O)CCC1=O.CN(C)C=O.[CH:14](=[N:21][OH:22])[C:15]1[CH:20]=[CH:19][CH:18]=[CH:17][CH:16]=1, predict the reaction product. The product is: [Cl:1][C:16]1[CH:17]=[CH:18][CH:19]=[CH:20][C:15]=1[CH:14]=[N:21][OH:22]. (2) The product is: [CH3:13][O:14][C:15]1[CH:16]=[C:17]([CH:19]=[CH:20][CH:21]=1)[N:18]=[CH:11][C:9]1[N:10]=[C:4]2[CH:3]=[C:2]([CH3:1])[CH:7]=[CH:6][N:5]2[CH:8]=1. Given the reactants [CH3:1][C:2]1[CH:7]=[CH:6][N:5]2[CH:8]=[C:9]([CH:11]=O)[N:10]=[C:4]2[CH:3]=1.[CH3:13][O:14][C:15]1[CH:16]=[C:17]([CH:19]=[CH:20][CH:21]=1)[NH2:18], predict the reaction product. (3) Given the reactants Br[C:2]1[CH:3]=[C:4]2[C:9](=[CH:10][CH:11]=1)[C:8](=[O:12])[NH:7][CH2:6][CH2:5]2.[I:13]C1C=CC=CN=1.CN[C@@H]1C[CH2:26][CH2:25][CH2:24][C@H:23]1[NH:28][CH3:29].P([O-])([O-])([O-])=O.[K+].[K+].[K+], predict the reaction product. The product is: [I:13][C:2]1[CH:3]=[C:4]2[C:9](=[CH:10][CH:11]=1)[C:8](=[O:12])[N:7]([C:23]1[CH:24]=[CH:25][CH:26]=[CH:29][N:28]=1)[CH2:6][CH2:5]2.